Dataset: Full USPTO retrosynthesis dataset with 1.9M reactions from patents (1976-2016). Task: Predict the reactants needed to synthesize the given product. (1) Given the product [CH3:56][S:57]([OH:60])(=[O:59])=[O:58].[OH:26][C@H:17]([CH2:18][O:19][C:20]1[CH:21]=[CH:22][CH:23]=[CH:24][CH:25]=1)[CH2:16][NH:15][CH2:27][C@H:28]1[CH2:37][CH2:36][C:35]2[C:30](=[CH:31][CH:32]=[C:33]([C:46]3[CH:47]=[CH:48][C:43]([C:39]([O:41][CH3:42])=[O:40])=[CH:44][CH:45]=3)[CH:34]=2)[O:29]1, predict the reactants needed to synthesize it. The reactants are: C([O-])([O-])=O.[K+].[K+].Br.C([N:15]([CH2:27][C@H:28]1[CH2:37][CH2:36][C:35]2[C:30](=[CH:31][CH:32]=[C:33](Br)[CH:34]=2)[O:29]1)[CH2:16][C@H:17]([OH:26])[CH2:18][O:19][C:20]1[CH:25]=[CH:24][CH:23]=[CH:22][CH:21]=1)C1C=CC=CC=1.[C:39]([C:43]1[CH:48]=[CH:47][C:46](B(O)O)=[CH:45][CH:44]=1)([O:41][CH3:42])=[O:40].C([O-])=O.[Na+].[CH3:56][S:57]([OH:60])(=[O:59])=[O:58]. (2) Given the product [CH2:12]([O:19][C:20]1[CH:21]=[CH:22][C:23]2[C:24]3[N:32]([CH2:33][CH:34]4[CH2:39][CH2:38][O:37][CH2:36][CH2:35]4)[C:31]([CH2:40][CH3:41])=[N:30][C:25]=3[C:26]([NH2:43])=[N:27][C:28]=2[CH:29]=1)[C:13]1[CH:14]=[CH:15][CH:16]=[CH:17][CH:18]=1, predict the reactants needed to synthesize it. The reactants are: C1C=C(Cl)C=C(C(OO)=O)C=1.[CH2:12]([O:19][C:20]1[CH:21]=[CH:22][C:23]2[C:24]3[N:32]([CH2:33][CH:34]4[CH2:39][CH2:38][O:37][CH2:36][CH2:35]4)[C:31]([CH2:40][CH3:41])=[N:30][C:25]=3[CH:26]=[N:27][C:28]=2[CH:29]=1)[C:13]1[CH:18]=[CH:17][CH:16]=[CH:15][CH:14]=1.[OH-].[NH4+:43].C1(C)C=CC(S(Cl)(=O)=O)=CC=1. (3) Given the product [Cl:30][C:13]1[C:14]([C:16]2[CH:21]=[N:20][CH:19]=[C:18]([NH:22][CH2:23][CH:24]3[CH2:29][CH2:28][O:27][CH2:26][CH2:25]3)[N:17]=2)=[CH:15][C:10]([NH:9][C:7]([C@H:4]2[CH2:5][CH2:6][C@@H:2]([NH:1][S:39]([CH3:38])(=[O:41])=[O:40])[CH2:3]2)=[O:8])=[N:11][CH:12]=1, predict the reactants needed to synthesize it. The reactants are: [NH2:1][C@@H:2]1[CH2:6][CH2:5][C@H:4]([C:7]([NH:9][C:10]2[CH:15]=[C:14]([C:16]3[CH:21]=[N:20][CH:19]=[C:18]([NH:22][CH2:23][CH:24]4[CH2:29][CH2:28][O:27][CH2:26][CH2:25]4)[N:17]=3)[C:13]([Cl:30])=[CH:12][N:11]=2)=[O:8])[CH2:3]1.C(N(CC)CC)C.[CH3:38][S:39](Cl)(=[O:41])=[O:40]. (4) Given the product [CH2:1]([O:3][C:4](=[O:23])[CH:5]([O:22][Si:28]([C:24]([CH3:27])([CH3:26])[CH3:25])([C:35]1[CH:36]=[CH:37][CH:38]=[CH:39][CH:40]=1)[C:29]1[CH:34]=[CH:33][CH:32]=[CH:31][CH:30]=1)[CH2:6][N:7]([CH2:15][C:16]1[CH:17]=[CH:18][CH:19]=[CH:20][CH:21]=1)[CH2:8][C:9]1[CH:10]=[CH:11][CH:12]=[CH:13][CH:14]=1)[CH3:2], predict the reactants needed to synthesize it. The reactants are: [CH2:1]([O:3][C:4](=[O:23])[CH:5]([OH:22])[CH2:6][N:7]([CH2:15][C:16]1[CH:21]=[CH:20][CH:19]=[CH:18][CH:17]=1)[CH2:8][C:9]1[CH:14]=[CH:13][CH:12]=[CH:11][CH:10]=1)[CH3:2].[C:24]([Si:28](Cl)([C:35]1[CH:40]=[CH:39][CH:38]=[CH:37][CH:36]=1)[C:29]1[CH:34]=[CH:33][CH:32]=[CH:31][CH:30]=1)([CH3:27])([CH3:26])[CH3:25].N1C=CN=C1. (5) Given the product [Br:1][C:2]1[C:7]([CH2:8][C:10]#[N:11])=[CH:6][CH:5]=[CH:4][N:3]=1, predict the reactants needed to synthesize it. The reactants are: [Br:1][C:2]1[C:7]([CH2:8]Br)=[CH:6][CH:5]=[CH:4][N:3]=1.[C-:10]#[N:11].[Na+].O.C(O)C. (6) Given the product [CH3:31][O:32][C:33]1[CH:34]=[C:35]([NH:39][S:20]([C:13]2[C:14]3[C:19](=[CH:18][CH:17]=[CH:16][CH:15]=3)[C:10]([NH:9][C:1](=[O:8])[C:2]3[CH:7]=[CH:6][CH:5]=[CH:4][CH:3]=3)=[CH:11][CH:12]=2)(=[O:22])=[O:21])[CH:36]=[CH:37][CH:38]=1, predict the reactants needed to synthesize it. The reactants are: [C:1]([NH:9][C:10]1[C:19]2[C:14](=[CH:15][CH:16]=[CH:17][CH:18]=2)[C:13]([S:20](Cl)(=[O:22])=[O:21])=[CH:12][CH:11]=1)(=[O:8])[C:2]1[CH:7]=[CH:6][CH:5]=[CH:4][CH:3]=1.C(N(CC)CC)C.[CH3:31][O:32][C:33]1[CH:38]=[CH:37][CH:36]=[C:35]([NH2:39])[CH:34]=1. (7) Given the product [CH3:1][O:2][C:3]([C:5]1([CH2:17][O:18][CH3:19])[CH2:9][CH2:8][NH:7][CH2:6]1)=[O:4], predict the reactants needed to synthesize it. The reactants are: [CH3:1][O:2][C:3]([C:5]1([CH2:17][O:18][CH3:19])[CH2:9][CH2:8][N:7](CC2C=CC=CC=2)[CH2:6]1)=[O:4].C([O-])=O.[NH4+]. (8) Given the product [OH:3][CH2:4][C:5]1[CH:10]=[CH:9][N:8]=[C:7]([C:11]([NH:12][CH3:13])=[O:14])[CH:6]=1, predict the reactants needed to synthesize it. The reactants are: C([O:3][C:4](=O)[C:5]1[CH:10]=[CH:9][N:8]=[C:7]([C:11](=[O:14])[NH:12][CH3:13])[CH:6]=1)C.[BH4-].[Na+]. (9) Given the product [CH3:25][CH:16]([O:15][C:14]1[CH:26]=[CH:27][C:11]([C:8]2[CH:7]=[CH:6][C:5]([CH2:4][CH2:3][NH:2][C:35](=[O:37])[CH3:36])=[CH:10][CH:9]=2)=[CH:12][CH:13]=1)[CH2:17][NH:18][S:19]([CH:22]([CH3:23])[CH3:24])(=[O:21])=[O:20], predict the reactants needed to synthesize it. The reactants are: Cl.[NH2:2][CH2:3][CH2:4][C:5]1[CH:10]=[CH:9][C:8]([C:11]2[CH:27]=[CH:26][C:14]([O:15][CH:16]([CH3:25])[CH2:17][NH:18][S:19]([CH:22]([CH3:24])[CH3:23])(=[O:21])=[O:20])=[CH:13][CH:12]=2)=[CH:7][CH:6]=1.C(N(CC)CC)C.[C:35](Cl)(=[O:37])[CH3:36].